From a dataset of Full USPTO retrosynthesis dataset with 1.9M reactions from patents (1976-2016). Predict the reactants needed to synthesize the given product. (1) The reactants are: [C:1]([C:5]1[CH:28]=[C:27]([Cl:29])[CH:26]=[CH:25][C:6]=1[O:7][CH2:8][CH2:9][N:10]([CH3:24])[C:11](=[O:23])[NH:12][C:13]1[CH:22]=[CH:21][CH:20]=[CH:19][C:14]=1[C:15]([O:17]C)=[O:16])([CH3:4])([CH3:3])[CH3:2].O[Li].O.Cl. Given the product [C:1]([C:5]1[CH:28]=[C:27]([Cl:29])[CH:26]=[CH:25][C:6]=1[O:7][CH2:8][CH2:9][N:10]([CH3:24])[C:11](=[O:23])[NH:12][C:13]1[CH:22]=[CH:21][CH:20]=[CH:19][C:14]=1[C:15]([OH:17])=[O:16])([CH3:4])([CH3:2])[CH3:3], predict the reactants needed to synthesize it. (2) Given the product [NH2:33][C:34]1[N:35]=[C:36]([NH:49][CH:50]2[CH2:55][CH2:54][N:53]([C:68]([C:58]3[S:59][CH:60]=[C:61]([S:62]([CH:65]([CH3:67])[CH3:66])(=[O:64])=[O:63])[C:57]=3[Cl:56])=[O:69])[CH2:52][CH2:51]2)[S:37][C:38]=1[C:39]([C:41]1[C:46]([F:47])=[CH:45][CH:44]=[CH:43][C:42]=1[F:48])=[O:40], predict the reactants needed to synthesize it. The reactants are: NC1N=C(NC2CCN(C(=O)C3C=CC(I)=CC=3)CC2)SC=1C(C1C(F)=CC=CC=1F)=O.[NH2:33][C:34]1[N:35]=[C:36]([NH:49][CH:50]2[CH2:55][CH2:54][NH:53][CH2:52][CH2:51]2)[S:37][C:38]=1[C:39]([C:41]1[C:46]([F:47])=[CH:45][CH:44]=[CH:43][C:42]=1[F:48])=[O:40].[Cl:56][C:57]1[C:61]([S:62]([CH:65]([CH3:67])[CH3:66])(=[O:64])=[O:63])=[CH:60][S:59][C:58]=1[C:68](Cl)=[O:69].